From a dataset of Cav3 T-type calcium channel HTS with 100,875 compounds. Binary Classification. Given a drug SMILES string, predict its activity (active/inactive) in a high-throughput screening assay against a specified biological target. (1) The compound is Clc1c(CNC(=O)NC(CC(C)C)C(O)=O)cccc1. The result is 0 (inactive). (2) The result is 0 (inactive). The drug is O(c1ccc(cc1)C)CC(=O)NCc1ncccc1. (3) The drug is O(C(C)(C)C)C(=O)C(NC(=O)c1nc[nH]c1C(=O)N(CC)CC)CCCCNC(OC(C)(C)C)=O. The result is 0 (inactive).